From a dataset of Catalyst prediction with 721,799 reactions and 888 catalyst types from USPTO. Predict which catalyst facilitates the given reaction. (1) Reactant: [CH2:1]([C:9]1[O:10][C:11]2[CH:17]=[CH:16][C:15](Br)=[CH:14][C:12]=2[CH:13]=1)[CH2:2][CH2:3][CH2:4][CH2:5][CH2:6][CH2:7][CH3:8].C[O:20][B:21](OC)[O:22]C.Cl. Product: [CH2:1]([C:9]1[O:10][C:11]2[CH:17]=[CH:16][C:15]([B:21]([OH:22])[OH:20])=[CH:14][C:12]=2[CH:13]=1)[CH2:2][CH2:3][CH2:4][CH2:5][CH2:6][CH2:7][CH3:8]. The catalyst class is: 392. (2) Reactant: C([O:3][C:4](=[O:34])[CH2:5][NH:6][C:7]([C:9]1[C:14](=[O:15])[N:13]([CH2:16][C:17]2[CH:22]=[CH:21][C:20]([C:23]([F:26])([F:25])[F:24])=[CH:19][C:18]=2[F:27])[C:12]([OH:28])=[C:11]([C:29](OC)=[O:30])[C:10]=1[OH:33])=[O:8])C.[CH3:35][O:36][C:37]1[CH:44]=[C:43]([O:45][CH3:46])[CH:42]=[CH:41][C:38]=1[CH2:39][NH2:40].[OH-].[Na+]. Product: [CH3:35][O:36][C:37]1[CH:44]=[C:43]([O:45][CH3:46])[CH:42]=[CH:41][C:38]=1[CH2:39][NH:40][C:29]([C:11]1[C:10]([OH:33])=[C:9]([C:7]([NH:6][CH2:5][C:4]([OH:34])=[O:3])=[O:8])[C:14](=[O:15])[N:13]([CH2:16][C:17]2[CH:22]=[CH:21][C:20]([C:23]([F:25])([F:24])[F:26])=[CH:19][C:18]=2[F:27])[C:12]=1[OH:28])=[O:30]. The catalyst class is: 155. (3) Reactant: [CH2:1]([O:3][C:4](=[O:14])[CH2:5][C:6]([CH:8]1[CH2:13][CH2:12][CH2:11][CH2:10][CH2:9]1)=O)[CH3:2].[CH3:15][O:16][C:17]([C:19]1[S:20][C:21]([C:25]2[CH:30]=[CH:29][CH:28]=[CH:27][CH:26]=2)=[CH:22][C:23]=1[NH2:24])=[O:18].[Sn](Cl)(Cl)(CCCC)CCCC.C1([SiH3])C=CC=CC=1. Product: [CH3:15][O:16][C:17]([C:19]1[S:20][C:21]([C:25]2[CH:30]=[CH:29][CH:28]=[CH:27][CH:26]=2)=[CH:22][C:23]=1[NH:24][CH:6]([CH:8]1[CH2:13][CH2:12][CH2:11][CH2:10][CH2:9]1)[CH2:5][C:4]([O:3][CH2:1][CH3:2])=[O:14])=[O:18]. The catalyst class is: 1. (4) Reactant: [NH:1]1[CH:5]=[CH:4][C:3]([C:6]([O:8][CH3:9])=[O:7])=[CH:2]1.[H-].[Na+].[C:12]([C:16]1[N:20]([CH2:21][CH:22]2[CH2:27][CH2:26][O:25][CH2:24][CH2:23]2)[C:19]2[CH:28]=[CH:29][C:30]([S:32](Cl)(=[O:34])=[O:33])=[CH:31][C:18]=2[N:17]=1)([CH3:15])([CH3:14])[CH3:13]. Product: [C:12]([C:16]1[N:20]([CH2:21][CH:22]2[CH2:23][CH2:24][O:25][CH2:26][CH2:27]2)[C:19]2[CH:28]=[CH:29][C:30]([S:32]([N:1]3[CH:5]=[CH:4][C:3]([C:6]([O:8][CH3:9])=[O:7])=[CH:2]3)(=[O:33])=[O:34])=[CH:31][C:18]=2[N:17]=1)([CH3:15])([CH3:13])[CH3:14]. The catalyst class is: 1. (5) Reactant: [CH3:1][O:2][C:3]1[CH:4]=[C:5]([CH:8]=[CH:9][CH:10]=1)[CH:6]=O.[C:11]([CH2:13][C:14]([O:16]CC)=O)#[N:12].Cl.[NH2:20][C:21]([NH2:23])=[NH:22].C(=O)([O-])[O-].[K+].[K+]. Product: [NH2:23][C:21]1[N:22]=[C:14]([OH:16])[C:13]([C:11]#[N:12])=[C:6]([C:5]2[CH:8]=[CH:9][CH:10]=[C:3]([O:2][CH3:1])[CH:4]=2)[N:20]=1. The catalyst class is: 8. (6) Reactant: [C:1]1([CH:7]([C:33]2[CH:38]=[CH:37][CH:36]=[CH:35][CH:34]=2)[O:8][CH:9]2[CH2:14][CH2:13][N:12]([CH2:15][CH2:16][CH2:17][NH:18][C:19]3[CH:20]=[CH:21][C:22]4[N:23]([C:25]([C:28]([O:30]CC)=[O:29])=[N:26][N:27]=4)[N:24]=3)[CH2:11][CH2:10]2)[CH:6]=[CH:5][CH:4]=[CH:3][CH:2]=1.[OH-].[Na+]. Product: [C:33]1([CH:7]([C:1]2[CH:2]=[CH:3][CH:4]=[CH:5][CH:6]=2)[O:8][CH:9]2[CH2:14][CH2:13][N:12]([CH2:15][CH2:16][CH2:17][NH:18][C:19]3[CH:20]=[CH:21][C:22]4[N:23]([C:25]([C:28]([OH:30])=[O:29])=[N:26][N:27]=4)[N:24]=3)[CH2:11][CH2:10]2)[CH:38]=[CH:37][CH:36]=[CH:35][CH:34]=1. The catalyst class is: 8.